This data is from Full USPTO retrosynthesis dataset with 1.9M reactions from patents (1976-2016). The task is: Predict the reactants needed to synthesize the given product. (1) Given the product [CH3:28][N:29]([CH3:30])[C:12]1[CH:13]=[C:14]2[C:19](=[CH:20][CH:21]=1)[CH:18]=[C:17]1[CH2:22][CH2:23][CH2:24][C:16]1=[C:15]2[C:25](=[O:27])[CH3:26], predict the reactants needed to synthesize it. The reactants are: [Li+].C[Si]([N-][Si](C)(C)C)(C)C.Cl[C:12]1[CH:13]=[C:14]2[C:19](=[CH:20][CH:21]=1)[CH:18]=[C:17]1[CH2:22][CH2:23][CH2:24][C:16]1=[C:15]2[C:25](=[O:27])[CH3:26].[CH3:28][NH:29][CH3:30]. (2) Given the product [Cl-:2].[Mg+2:1].[CH3:10][CH:3]1[CH2:4][CH2:5][NH:6][CH2:7][CH2:8]1.[Cl-:2], predict the reactants needed to synthesize it. The reactants are: [Mg:1].[Cl:2][CH:3]1[CH2:8][CH2:7][N:6](C)[CH2:5][CH2:4]1.[CH2:10]1COCC1. (3) Given the product [CH3:19][N:16]1[CH2:15][CH2:14][N:13]([CH:3]([C:7]2[CH:12]=[CH:11][CH:10]=[CH:9][N:8]=2)[C:4]([O-:6])=[O:5])[CH2:18][CH2:17]1.[K+:21], predict the reactants needed to synthesize it. The reactants are: C([C:3]([N:13]1[CH2:18][CH2:17][N:16]([CH3:19])[CH2:15][CH2:14]1)([C:7]1[CH:12]=[CH:11][CH:10]=[CH:9][N:8]=1)[C:4]([O-:6])=[O:5])C.[OH-].[K+:21]. (4) Given the product [CH2:1]([C:4]1[C:8]2[CH:9]=[CH:10][C:11]([C:13]([F:15])([F:16])[F:14])=[CH:12][C:7]=2[S:6][C:5]=1[CH:17]=[O:18])[CH2:2][CH3:3], predict the reactants needed to synthesize it. The reactants are: [CH2:1]([C:4]1[C:8]2[CH:9]=[CH:10][C:11]([C:13]([F:16])([F:15])[F:14])=[CH:12][C:7]=2[S:6][C:5]=1[CH2:17][OH:18])[CH2:2][CH3:3].[Cr](Cl)([O-])(=O)=O.[NH+]1C=CC=CC=1.CCOCC. (5) Given the product [CH2:10]([N:12]([C:6]([C:5]1[NH:4][N:3]=[N:2][N:1]=1)=[O:8])[NH:13][C:14]([O:16][C:17]([CH3:18])([CH3:20])[CH3:19])=[O:15])[CH3:11], predict the reactants needed to synthesize it. The reactants are: [NH:1]1[C:5]([C:6]([O-:8])=O)=[N:4][N:3]=[N:2]1.[K+].[CH2:10]([NH:12][NH:13][C:14]([O:16][C:17]([CH3:20])([CH3:19])[CH3:18])=[O:15])[CH3:11].C1C=CC2N(O)N=NC=2C=1.CCN=C=NCCCN(C)C. (6) The reactants are: [Cl:1][C:2]1[N:7]=[CH:6][C:5](B(O)O)=[CH:4][CH:3]=1.CN(C=O)C.Br[C:17]1[CH:18]=[N:19][CH:20]=[C:21]([C:23]#[C:24][C:25]2[N:26]=[C:27]([CH3:30])[S:28][CH:29]=2)[CH:22]=1.C([O-])([O-])=O.[K+].[K+]. Given the product [Cl:1][C:2]1[N:7]=[CH:6][C:5]([C:17]2[CH:18]=[N:19][CH:20]=[C:21]([C:23]#[C:24][C:25]3[N:26]=[C:27]([CH3:30])[S:28][CH:29]=3)[CH:22]=2)=[CH:4][CH:3]=1, predict the reactants needed to synthesize it. (7) Given the product [C:1]([O:5][C:6]([N:8]1[CH2:13][CH2:12][CH:11]([C:14]([C:15]2[CH:20]=[C:19]([C:21]([F:24])([F:23])[F:22])[CH:18]=[CH:17][C:16]=2[F:25])=[N:28][OH:29])[CH2:10][CH2:9]1)=[O:7])([CH3:4])([CH3:3])[CH3:2], predict the reactants needed to synthesize it. The reactants are: [C:1]([O:5][C:6]([N:8]1[CH2:13][CH2:12][CH:11]([C:14](=O)[C:15]2[CH:20]=[C:19]([C:21]([F:24])([F:23])[F:22])[CH:18]=[CH:17][C:16]=2[F:25])[CH2:10][CH2:9]1)=[O:7])([CH3:4])([CH3:3])[CH3:2].Cl.[NH2:28][OH:29]. (8) Given the product [Cl:10][C:4]1[CH:3]=[C:2]([C:11]2[CH:16]=[CH:15][CH:14]=[CH:13][CH:12]=2)[CH:9]=[CH:8][C:5]=1[CH:6]=[O:7], predict the reactants needed to synthesize it. The reactants are: Br[C:2]1[CH:9]=[CH:8][C:5]([CH:6]=[O:7])=[C:4]([Cl:10])[CH:3]=1.[C:11]1(B(O)O)[CH:16]=[CH:15][CH:14]=[CH:13][CH:12]=1.C(=O)([O-])[O-].[K+].[K+].CCCCCCC.C(Cl)(Cl)Cl. (9) Given the product [CH3:27][C:6]([CH2:9][C:10]1[CH:15]=[CH:14][C:13]([O:16][CH2:17][CH2:18][CH2:19][NH:20][C:21]2[CH:26]=[CH:25][CH:24]=[CH:23][N:22]=2)=[CH:12][CH:11]=1)([CH:7]=[CH2:8])[CH2:5][C:4]([OH:28])=[O:3], predict the reactants needed to synthesize it. The reactants are: C([O:3][C:4](=[O:28])[CH2:5][C:6]([CH3:27])([CH2:9][C:10]1[CH:15]=[CH:14][C:13]([O:16][CH2:17][CH2:18][CH2:19][NH:20][C:21]2[CH:26]=[CH:25][CH:24]=[CH:23][N:22]=2)=[CH:12][CH:11]=1)[CH:7]=[CH2:8])C.[OH-].[Na+].CO.